Predict the reaction yield, written as a fraction of the theoretical maximum amount of product (1.0 means a 100% yield; for example, 0.34 means a 34% yield). From a dataset of Reaction yield outcomes from USPTO patents with 853,638 reactions. (1) The reactants are [O:1]1[C:6]2[CH:7]=[CH:8][CH:9]=[CH:10][C:5]=2[NH:4][C:3](=[O:11])[CH2:2]1.Br[CH2:13][C@H:14]([CH3:24])[CH2:15][O:16][Si:17]([C:20]([CH3:23])([CH3:22])[CH3:21])([CH3:19])[CH3:18].C([O-])([O-])=O.[Cs+].[Cs+]. The catalyst is CN(C=O)C. The product is [Si:17]([O:16][CH2:15][CH:14]([CH3:24])[CH2:13][C@H:2]1[C:3](=[O:11])[NH:4][C:5]2[CH:10]=[CH:9][CH:8]=[CH:7][C:6]=2[O:1]1)([C:20]([CH3:21])([CH3:22])[CH3:23])([CH3:18])[CH3:19]. The yield is 0.780. (2) The reactants are [Cl:1][C:2]1[C:7]([N+:8]([O-:10])=[O:9])=[C:6]([Cl:11])[CH:5]=[C:4]([CH3:12])[N:3]=1.[Cr](O)(O)(=O)=O.C(N(CC)CC)C.[OH2:25].[O:26]1[CH2:30]CCC1. The catalyst is S(=O)(=O)(O)O.CO. The product is [Cl:11][C:6]1[C:7]([N+:8]([O-:10])=[O:9])=[C:2]([Cl:1])[N:3]=[C:4]([C:12]([O:26][CH3:30])=[O:25])[CH:5]=1. The yield is 0.690. (3) The product is [CH2:13]([C@H:20]1[CH2:24][O:23][C:22](=[O:25])[N:21]1[C:26](=[O:32])[C@H:27]([CH2:28][CH:29]1[CH2:30][CH2:31]1)[CH2:3][CH:1]=[CH2:2])[C:14]1[CH:15]=[CH:16][CH:17]=[CH:18][CH:19]=1. The yield is 0.520. The reactants are [CH:1](NC(C)C)([CH3:3])[CH3:2].C([Li])CCC.[CH2:13]([C@H:20]1[CH2:24][O:23][C:22](=[O:25])[N:21]1[C:26](=[O:32])[CH2:27][CH2:28][CH:29]1[CH2:31][CH2:30]1)[C:14]1[CH:19]=[CH:18][CH:17]=[CH:16][CH:15]=1. The catalyst is O1CCCC1.[Cl-].[NH4+]. (4) The reactants are [CH2:1]([C:5]1[N:6]=[C:7]([CH3:27])[NH:8][C:9](=[O:26])[C:10]=1[CH2:11][C:12]1[CH:17]=[CH:16][C:15]([C:18]2[C:19]([C:24]#[N:25])=[CH:20][CH:21]=[CH:22][CH:23]=2)=[CH:14][CH:13]=1)[CH2:2][CH2:3][CH3:4].C(=O)([O-])[O-].[Cs+].[Cs+].Cl[CH2:35][C:36]1[N:40](C(OC(C)(C)C)=O)[C:39]2[CH:48]=[CH:49][CH:50]=[CH:51][C:38]=2[N:37]=1.[I-].[K+]. The catalyst is C(OCC)(=O)C.CN(C)C(=O)C. The product is [NH:37]1[C:38]2[CH:51]=[CH:50][CH:49]=[CH:48][C:39]=2[N:40]=[C:36]1[CH2:35][N:8]1[C:9](=[O:26])[C:10]([CH2:11][C:12]2[CH:17]=[CH:16][C:15]([C:18]3[C:19]([C:24]#[N:25])=[CH:20][CH:21]=[CH:22][CH:23]=3)=[CH:14][CH:13]=2)=[C:5]([CH2:1][CH2:2][CH2:3][CH3:4])[N:6]=[C:7]1[CH3:27]. The yield is 0.180.